From a dataset of Forward reaction prediction with 1.9M reactions from USPTO patents (1976-2016). Predict the product of the given reaction. (1) Given the reactants [CH2:1]([N:8]1[C:13](=[O:14])[CH2:12][CH2:11][CH2:10][CH:9]1[C:15]([NH:17][C:18]1[CH:26]=[C:25]([Cl:27])[CH:24]=[CH:23][C:19]=1[C:20]([OH:22])=O)=[O:16])[C:2]1[CH:7]=[CH:6][CH:5]=[CH:4][CH:3]=1.C(Cl)CCl.[CH2:32]([NH2:39])[C:33]1[CH:38]=[CH:37][CH:36]=[CH:35][CH:34]=1, predict the reaction product. The product is: [CH2:32]([NH:39][C:20]([C:19]1[CH:23]=[CH:24][C:25]([Cl:27])=[CH:26][C:18]=1[NH:17][C:15]([CH:9]1[CH2:10][CH2:11][CH2:12][C:13](=[O:14])[N:8]1[CH2:1][C:2]1[CH:7]=[CH:6][CH:5]=[CH:4][CH:3]=1)=[O:16])=[O:22])[C:33]1[CH:38]=[CH:37][CH:36]=[CH:35][CH:34]=1. (2) Given the reactants [CH2:1]([O:8][C:9]([NH:11][C@@H:12]([CH3:26])[C:13]([NH:15][N:16]1[CH:20]=[CH:19][C:18]([Br:21])=[C:17]1[C:22]([O:24]C)=O)=[O:14])=[O:10])[C:2]1[CH:7]=[CH:6][CH:5]=[CH:4][CH:3]=1.[N:27]1[CH:32]=[C:31]([NH2:33])[CH:30]=[N:29][CH:28]=1, predict the reaction product. The product is: [Br:21][C:18]1[CH:19]=[CH:20][N:16]([NH:15][C:13](=[O:14])[C@@H:12]([NH:11][C:9](=[O:10])[O:8][CH2:1][C:2]2[CH:3]=[CH:4][CH:5]=[CH:6][CH:7]=2)[CH3:26])[C:17]=1[C:22](=[O:24])[NH:33][C:31]1[CH:32]=[N:27][CH:28]=[N:29][CH:30]=1. (3) Given the reactants [C:1]([C:5]1[CH:10]=[CH:9][C:8]([N:11]2[CH2:16][CH2:15][C:14](=[O:17])[CH:13](C(OC)=O)[C:12]2=[O:22])=[CH:7][CH:6]=1)([CH3:4])([CH3:3])[CH3:2], predict the reaction product. The product is: [C:1]([C:5]1[CH:6]=[CH:7][C:8]([N:11]2[CH2:16][CH2:15][C:14](=[O:17])[CH2:13][C:12]2=[O:22])=[CH:9][CH:10]=1)([CH3:4])([CH3:2])[CH3:3]. (4) Given the reactants [CH2:1]([C:3]1[O:4][C:5]([C:23]2[CH:28]=[CH:27][C:26]([C:29]([F:32])([F:31])[F:30])=[CH:25][CH:24]=2)=[CH:6][C:7]=1[CH:8]([O:13][C:14]1[CH:22]=[CH:21][C:17]([C:18]([OH:20])=O)=[CH:16][CH:15]=1)[CH2:9][CH:10]([CH3:12])[CH3:11])[CH3:2].[CH3:33][NH:34][CH2:35][CH2:36][C:37]([O:39]CC)=[O:38], predict the reaction product. The product is: [CH2:1]([C:3]1[O:4][C:5]([C:23]2[CH:28]=[CH:27][C:26]([C:29]([F:32])([F:30])[F:31])=[CH:25][CH:24]=2)=[CH:6][C:7]=1[CH:8]([O:13][C:14]1[CH:22]=[CH:21][C:17]([C:18]([N:34]([CH3:33])[CH2:35][CH2:36][C:37]([OH:39])=[O:38])=[O:20])=[CH:16][CH:15]=1)[CH2:9][CH:10]([CH3:11])[CH3:12])[CH3:2].